Dataset: Reaction yield outcomes from USPTO patents with 853,638 reactions. Task: Predict the reaction yield, written as a fraction of the theoretical maximum amount of product (1.0 means a 100% yield; for example, 0.34 means a 34% yield). (1) The reactants are Cl[C:2]1[N:10]=[C:9]2[C:5]([N:6]=[C:7]([CH2:12][CH2:13][N:14]3[CH2:17][CH:16]([C:18]([OH:21])([CH3:20])[CH3:19])[CH2:15]3)[N:8]2[CH3:11])=[C:4]([N:22]2[CH2:27][CH2:26][O:25][CH2:24][CH2:23]2)[N:3]=1.[CH2:28]([C:30]1[NH:31][C:32]2[CH:38]=[CH:37][CH:36]=[CH:35][C:33]=2[N:34]=1)[CH3:29].CC(C1C=C(C(C)C)C(C2C=CC=CC=2P(C2CCCCC2)C2CCCCC2)=C(C(C)C)C=1)C.C([O-])([O-])=O.[Cs+].[Cs+]. The catalyst is O1CCOCC1.C1C=CC(/C=C/C(/C=C/C2C=CC=CC=2)=O)=CC=1.C1C=CC(/C=C/C(/C=C/C2C=CC=CC=2)=O)=CC=1.C1C=CC(/C=C/C(/C=C/C2C=CC=CC=2)=O)=CC=1.[Pd].[Pd]. The product is [CH2:28]([C:30]1[N:31]([C:2]2[N:10]=[C:9]3[C:5]([N:6]=[C:7]([CH2:12][CH2:13][N:14]4[CH2:15][CH:16]([C:18]([OH:21])([CH3:20])[CH3:19])[CH2:17]4)[N:8]3[CH3:11])=[C:4]([N:22]3[CH2:23][CH2:24][O:25][CH2:26][CH2:27]3)[N:3]=2)[C:32]2[CH:38]=[CH:37][CH:36]=[CH:35][C:33]=2[N:34]=1)[CH3:29]. The yield is 0.350. (2) The reactants are Cl[C:2]1[CH:3]=[C:4]([CH:9]=[CH:10][N:11]=1)[C:5]([O:7][CH3:8])=[O:6].[F:12][C:13]1[CH:18]=[C:17]([O:19][C:20]([F:23])([F:22])[F:21])[CH:16]=[CH:15][C:14]=1B1OC(C)(C)C(C)(C)O1.C(=O)([O-])[O-].[K+].[K+]. The catalyst is CO.Cl[Pd]Cl. The product is [F:12][C:13]1[CH:18]=[C:17]([O:19][C:20]([F:21])([F:22])[F:23])[CH:16]=[CH:15][C:14]=1[C:2]1[CH:3]=[C:4]([CH:9]=[CH:10][N:11]=1)[C:5]([O:7][CH3:8])=[O:6]. The yield is 0.810. (3) The reactants are [C:1]1([C:28]2[CH:33]=[CH:32][CH:31]=[CH:30][CH:29]=2)[CH:6]=[CH:5][C:4]([S:7]([N:10]2[CH2:14][CH2:13][S:12][CH:11]2[C:15]([NH:17][CH:18]([C:22]2[CH:27]=[CH:26][CH:25]=[CH:24][CH:23]=2)[C:19](O)=[O:20])=[O:16])(=[O:9])=[O:8])=[CH:3][CH:2]=1.[NH3:34].O1CCOCC1.C1C=CC2N(O)N=NC=2C=1.CCN=C=NCCCN(C)C.Cl. The catalyst is C1COCC1.CN(C1C=CN=CC=1)C.CCOC(C)=O. The product is [NH2:34][C:19](=[O:20])[CH:18]([NH:17][C:15]([CH:11]1[N:10]([S:7]([C:4]2[CH:3]=[CH:2][C:1]([C:28]3[CH:29]=[CH:30][CH:31]=[CH:32][CH:33]=3)=[CH:6][CH:5]=2)(=[O:9])=[O:8])[CH2:14][CH2:13][S:12]1)=[O:16])[C:22]1[CH:27]=[CH:26][CH:25]=[CH:24][CH:23]=1. The yield is 0.800. (4) The product is [CH3:37][O:36][CH2:35][CH2:34][O:16][C:15]1[C:9]2[O:8][C:7]([CH3:32])([CH3:6])[CH2:11][C:10]=2[C:12]([CH3:31])=[C:13]([N:18]2[CH2:19][CH2:20][N:21]([C:24]3[CH:25]=[CH:26][C:27]([CH3:30])=[CH:28][CH:29]=3)[CH2:22][CH2:23]2)[C:14]=1[CH3:17]. The catalyst is C(OCC)(=O)C.O. The reactants are CN(C=O)C.[CH3:6][C:7]1([CH3:32])[CH2:11][C:10]2[C:12]([CH3:31])=[C:13]([N:18]3[CH2:23][CH2:22][N:21]([C:24]4[CH:29]=[CH:28][C:27]([CH3:30])=[CH:26][CH:25]=4)[CH2:20][CH2:19]3)[C:14]([CH3:17])=[C:15]([OH:16])[C:9]=2[O:8]1.Br[CH2:34][CH2:35][O:36][CH3:37].C(=O)([O-])[O-].[K+].[K+]. The yield is 0.140. (5) The reactants are [Br:1][C:2]1[C:21]([F:22])=[CH:20][C:5]2[O:6][C:7]3[CH:19]=[CH:18][CH:17]=[CH:16][C:8]=3[C@H:9]3[C@H:14]([NH2:15])[CH2:13][CH2:12][CH2:11][N:10]3[C:4]=2[CH:3]=1.[CH3:23][C:24]1([CH3:38])[C@@H:30]([C:31]2[CH:36]=[CH:35][CH:34]=[CH:33][CH:32]=2)[O:29][P:27]([OH:37])(=[O:28])[O:26][CH2:25]1. The catalyst is C(Cl)Cl.CC(O)C. The product is [OH:37][P:27]1(=[O:28])[O:29][C@@H:30]([C:31]2[CH:36]=[CH:35][CH:34]=[CH:33][CH:32]=2)[C:24]([CH3:23])([CH3:38])[CH2:25][O:26]1.[Br:1][C:2]1[C:21]([F:22])=[CH:20][C:5]2[O:6][C:7]3[CH:19]=[CH:18][CH:17]=[CH:16][C:8]=3[C@H:9]3[C@H:14]([NH2:15])[CH2:13][CH2:12][CH2:11][N:10]3[C:4]=2[CH:3]=1. The yield is 0.390. (6) The reactants are CS(O[CH2:6][CH2:7][C:8]12[CH2:15][CH2:14][C:11]([C:16]3[CH:21]=[CH:20][CH:19]=[C:18]([O:22][C:23]4[CH:28]=[CH:27][CH:26]=[CH:25][CH:24]=4)[CH:17]=3)([CH2:12][CH2:13]1)[CH2:10][O:9]2)(=O)=O.[C-:29]#[N:30].[Na+]. The catalyst is CS(C)=O.C(Cl)Cl. The product is [O:22]([C:18]1[CH:17]=[C:16]([C:11]23[CH2:12][CH2:13][C:8]([CH2:7][CH2:6][C:29]#[N:30])([CH2:15][CH2:14]2)[O:9][CH2:10]3)[CH:21]=[CH:20][CH:19]=1)[C:23]1[CH:24]=[CH:25][CH:26]=[CH:27][CH:28]=1. The yield is 0.750. (7) The reactants are [NH2:1][C:2]1[CH:7]=[CH:6][CH:5]=[CH:4][C:3]=1[S:8][CH:9]([C:26]1[CH:31]=[C:30]([F:32])[CH:29]=[CH:28][C:27]=1[F:33])[C@@H:10]([C:22]([O:24]C)=O)[NH:11][C:12]([O:14][CH2:15][C:16]1[CH:21]=[CH:20][CH:19]=[CH:18][CH:17]=1)=[O:13].C1(C)C=CC(S(O)(=O)=O)=CC=1. No catalyst specified. The product is [F:33][C:27]1[CH:28]=[CH:29][C:30]([F:32])=[CH:31][C:26]=1[C@H:9]1[C@@H:10]([NH:11][C:12](=[O:13])[O:14][CH2:15][C:16]2[CH:17]=[CH:18][CH:19]=[CH:20][CH:21]=2)[C:22](=[O:24])[NH:1][C:2]2[CH:7]=[CH:6][CH:5]=[CH:4][C:3]=2[S:8]1. The yield is 0.600. (8) The reactants are Br[C:2]1[C:10]2[S:9][C:8]([NH:11][C:12]([NH:14][CH2:15][CH3:16])=[O:13])=[N:7][C:6]=2[CH:5]=[C:4]([N:17]2[CH:21]=[CH:20][CH:19]=[N:18]2)[CH:3]=1.[N:22]1[CH:27]=[CH:26][CH:25]=[C:24](B(O)O)[CH:23]=1.[O-]P([O-])([O-])=O.[K+].[K+].[K+]. The catalyst is CN(C=O)C.O.Cl[Pd](Cl)([P](C1C=CC=CC=1)(C1C=CC=CC=1)C1C=CC=CC=1)[P](C1C=CC=CC=1)(C1C=CC=CC=1)C1C=CC=CC=1. The product is [CH2:15]([NH:14][C:12]([NH:11][C:8]1[S:9][C:10]2[C:2]([C:24]3[CH:23]=[N:22][CH:27]=[CH:26][CH:25]=3)=[CH:3][C:4]([N:17]3[CH:21]=[CH:20][CH:19]=[N:18]3)=[CH:5][C:6]=2[N:7]=1)=[O:13])[CH3:16]. The yield is 0.220. (9) The reactants are [CH3:1][O:2][C:3]1[CH:4]=[C:5]2[C:10](=[CH:11][C:12]=1[O:13][CH3:14])[N:9]=[CH:8][CH:7]=[C:6]2[O:15][C:16]1[CH:22]=[CH:21][C:19]([NH2:20])=[C:18]([CH3:23])[C:17]=1[CH3:24].[C:25]1([CH3:31])[CH:30]=[CH:29][CH:28]=[CH:27][CH:26]=1.C(N(CC)CC)C.Cl[C:40](Cl)([O:42][C:43](=O)OC(Cl)(Cl)Cl)Cl.CC1C=CC(C[SH:57])=CC=1. The catalyst is C(Cl)Cl. The product is [CH3:1][O:2][C:3]1[CH:4]=[C:5]2[C:10](=[CH:11][C:12]=1[O:13][CH3:14])[N:9]=[CH:8][CH:7]=[C:6]2[O:15][C:16]1[CH:22]=[CH:21][C:19]([NH:20][C:40](=[S:57])[O:42][CH2:43][C:28]2[CH:29]=[CH:30][C:25]([CH3:31])=[CH:26][CH:27]=2)=[C:18]([CH3:23])[C:17]=1[CH3:24]. The yield is 0.600. (10) The reactants are [CH3:1][N:2]1[CH:17]=[CH:16][C:5]2[N:6]=[C:7]([C:10]3[CH:11]=[N:12][N:13]([CH3:15])[CH:14]=3)[N:8]=[CH:9][C:4]=2[C:3]1=[O:18].[Br:19]Br.O. The catalyst is CC(O)=O. The product is [Br:19][C:16]1[C:5]2[N:6]=[C:7]([C:10]3[CH:11]=[N:12][N:13]([CH3:15])[CH:14]=3)[N:8]=[CH:9][C:4]=2[C:3](=[O:18])[N:2]([CH3:1])[CH:17]=1. The yield is 0.690.